This data is from Peptide-MHC class I binding affinity with 185,985 pairs from IEDB/IMGT. The task is: Regression. Given a peptide amino acid sequence and an MHC pseudo amino acid sequence, predict their binding affinity value. This is MHC class I binding data. (1) The peptide sequence is QLQCHQIAI. The MHC is HLA-B15:01 with pseudo-sequence HLA-B15:01. The binding affinity (normalized) is 0.178. (2) The peptide sequence is REVFDYLLP. The MHC is HLA-A69:01 with pseudo-sequence HLA-A69:01. The binding affinity (normalized) is 0.0847. (3) The peptide sequence is DPKVYPIIL. The MHC is HLA-B53:01 with pseudo-sequence HLA-B53:01. The binding affinity (normalized) is 0.00938. (4) The peptide sequence is EEDLPVTWR. The MHC is HLA-B44:02 with pseudo-sequence HLA-B44:02. The binding affinity (normalized) is 0.0847.